Dataset: Full USPTO retrosynthesis dataset with 1.9M reactions from patents (1976-2016). Task: Predict the reactants needed to synthesize the given product. (1) Given the product [Cl:21][CH2:22][C:23]([N:8]([C:7]1[N:3]([CH2:1][CH3:2])[N:4]=[CH:5][CH:6]=1)[CH:9]([CH3:10])[CH3:11])=[O:24], predict the reactants needed to synthesize it. The reactants are: [CH2:1]([N:3]1[C:7]([NH:8][CH:9]([CH3:11])[CH3:10])=[CH:6][CH:5]=[N:4]1)[CH3:2].C(N(CC)C(C)C)(C)C.[Cl:21][CH2:22][C:23](Cl)=[O:24].O. (2) Given the product [Cl:11][C:8]1[CH:7]=[C:3]2[C:2](=[CH:10][CH:9]=1)[NH:1][C:13](=[O:14])[NH:12][C:4]2=[O:5], predict the reactants needed to synthesize it. The reactants are: [NH2:1][C:2]1[CH:10]=[CH:9][C:8]([Cl:11])=[CH:7][C:3]=1[C:4](O)=[O:5].[NH2:12][C:13](N)=[O:14]. (3) Given the product [Br:28][C:29]1[CH:41]=[CH:40][C:39]([N+:42]([O-:44])=[O:43])=[CH:38][C:30]=1[O:31][C:32]([CH3:37])([CH3:36])[C:33]([NH:12][C:11]1[C:13]([CH3:15])=[CH:14][C:8]([F:7])=[CH:9][C:10]=1[CH3:16])=[O:34], predict the reactants needed to synthesize it. The reactants are: C(Cl)(=O)C(Cl)=O.[F:7][C:8]1[CH:14]=[C:13]([CH3:15])[C:11]([NH2:12])=[C:10]([CH3:16])[CH:9]=1.C([Li])CCC.CCCCCC.[Br:28][C:29]1[CH:41]=[CH:40][C:39]([N+:42]([O-:44])=[O:43])=[CH:38][C:30]=1[O:31][C:32]([CH3:37])([CH3:36])[C:33](Cl)=[O:34].C(O)(=O)CC(CC(O)=O)(C(O)=O)O.C(=O)([O-])O.[Na+]. (4) Given the product [Cl:1][C:2]1[CH:3]=[CH:4][CH:5]=[C:6]2[C:11]=1[C:10]([CH:12]=[O:36])=[N:9][C:8]([C@@H:14]([NH:16][C:17]1[N:25]=[CH:24][N:23]=[C:22]3[C:18]=1[N:19]=[CH:20][N:21]3[CH2:26][C:27]1[CH:32]=[CH:31][C:30]([O:33][CH3:34])=[CH:29][CH:28]=1)[CH3:15])=[CH:7]2, predict the reactants needed to synthesize it. The reactants are: [Cl:1][C:2]1[CH:3]=[CH:4][CH:5]=[C:6]2[C:11]=1[C:10]([CH:12]=C)=[N:9][C:8]([C@@H:14]([NH:16][C:17]1[N:25]=[CH:24][N:23]=[C:22]3[C:18]=1[N:19]=[CH:20][N:21]3[CH2:26][C:27]1[CH:32]=[CH:31][C:30]([O:33][CH3:34])=[CH:29][CH:28]=1)[CH3:15])=[CH:7]2.I([O-])(=O)(=O)=[O:36].[Na+]. (5) The reactants are: [CH3:1][C:2]1[CH:20]=[CH:19][C:5]([C:6]([NH:8][CH:9]2[C:14]([CH3:16])([CH3:15])[CH:13]3[CH2:17][C:10]2([CH3:18])[CH2:11][CH2:12]3)=[O:7])=[CH:4][C:3]=1[S:21]([N:24]1[CH2:29][CH2:28][NH:27][CH2:26][CH2:25]1)(=[O:23])=[O:22].[CH3:30][S:31](Cl)(=[O:33])=[O:32]. Given the product [CH3:30][S:31]([N:27]1[CH2:28][CH2:29][N:24]([S:21]([C:3]2[CH:4]=[C:5]([CH:19]=[CH:20][C:2]=2[CH3:1])[C:6]([NH:8][CH:9]2[C:14]([CH3:15])([CH3:16])[CH:13]3[CH2:17][C:10]2([CH3:18])[CH2:11][CH2:12]3)=[O:7])(=[O:23])=[O:22])[CH2:25][CH2:26]1)(=[O:33])=[O:32], predict the reactants needed to synthesize it. (6) Given the product [CH2:19]([NH:8][C:7]1[C:2]([CH3:1])=[C:3]([C:9]2[CH:14]=[CH:13][C:12]([C:15]([F:16])([F:17])[F:18])=[CH:11][CH:10]=2)[CH:4]=[CH:5][CH:6]=1)[CH2:20][CH2:21][CH3:22], predict the reactants needed to synthesize it. The reactants are: [CH3:1][C:2]1[C:7]([NH2:8])=[CH:6][CH:5]=[CH:4][C:3]=1[C:9]1[CH:14]=[CH:13][C:12]([C:15]([F:18])([F:17])[F:16])=[CH:11][CH:10]=1.[CH:19](=O)[CH2:20][CH2:21][CH3:22].C(O[BH-](OC(=O)C)OC(=O)C)(=O)C.[Na+].C(O)(=O)C.